This data is from Catalyst prediction with 721,799 reactions and 888 catalyst types from USPTO. The task is: Predict which catalyst facilitates the given reaction. (1) Reactant: [CH3:1][O:2][C:3](=[O:12])[C:4]1[CH:9]=[C:8]([Cl:10])[CH:7]=[C:6]([NH2:11])[CH:5]=1.[Br:13][C:14]1[CH:15]=[C:16]([CH:19]=[CH:20][CH:21]=1)[CH:17]=O. Product: [CH3:1][O:2][C:3](=[O:12])[C:4]1[CH:9]=[C:8]([Cl:10])[CH:7]=[C:6]([N:11]=[CH:17][C:16]2[CH:19]=[CH:20][CH:21]=[C:14]([Br:13])[CH:15]=2)[CH:5]=1. The catalyst class is: 626. (2) Reactant: CC1(C)[N:6]2[C:7](=[O:12])[C:8]([CH3:11])([CH3:10])[CH2:9][C@H:5]2[CH2:4][O:3]1.Cl.N1C=CN=C1.[Si:20](Cl)([C:23]([CH3:26])([CH3:25])[CH3:24])([CH3:22])[CH3:21]. Product: [Si:20]([O:3][CH2:4][C@H:5]1[NH:6][C:7](=[O:12])[C:8]([CH3:10])([CH3:11])[CH2:9]1)([C:23]([CH3:26])([CH3:25])[CH3:24])([CH3:22])[CH3:21]. The catalyst class is: 5. (3) Reactant: [CH3:1][N:2]([CH3:33])[C:3](=[O:32])[NH:4][C:5]1[CH:10]=[C:9]([CH:11]=[N:12][C:13]2[CH:31]=[CH:30][CH:29]=[CH:28][C:14]=2[C:15]([NH:17][C:18]2[CH:19]=[CH:20][C:21]3[C:25]([CH:26]=2)=[N:24][N:23]([CH3:27])[CH:22]=3)=[O:16])[CH:8]=[CH:7][N:6]=1.C([SiH](CC)CC)C.[OH-].[Na+]. Product: [CH3:1][N:2]([CH3:33])[C:3](=[O:32])[NH:4][C:5]1[CH:10]=[C:9]([CH2:11][NH:12][C:13]2[CH:31]=[CH:30][CH:29]=[CH:28][C:14]=2[C:15]([NH:17][C:18]2[CH:19]=[CH:20][C:21]3[C:25]([CH:26]=2)=[N:24][N:23]([CH3:27])[CH:22]=3)=[O:16])[CH:8]=[CH:7][N:6]=1. The catalyst class is: 281.